From a dataset of Full USPTO retrosynthesis dataset with 1.9M reactions from patents (1976-2016). Predict the reactants needed to synthesize the given product. Given the product [NH2:18][C:10]1[C:11]2[CH:16]=[C:15]([CH:17]=[O:20])[S:14][C:12]=2[N:13]=[C:8]([C:6]2[O:7][C:3]([CH:2]([F:1])[F:19])=[CH:4][CH:5]=2)[N:9]=1, predict the reactants needed to synthesize it. The reactants are: [F:1][CH:2]([F:19])[C:3]1[O:7][C:6]([C:8]2[N:9]=[C:10]([NH2:18])[C:11]3[CH:16]=[C:15]([CH3:17])[S:14][C:12]=3[N:13]=2)=[CH:5][CH:4]=1.[O:20]1CCOCC1.